This data is from Full USPTO retrosynthesis dataset with 1.9M reactions from patents (1976-2016). The task is: Predict the reactants needed to synthesize the given product. (1) The reactants are: [Si](=O)=O.[CH3:4][NH:5][C@@H:6]1[C:11]2[CH:12]=[CH:13][CH:14]=[CH:15][C:10]=2[C@H:9]([C:16]2[CH:17]=[CH:18][C:19]([Cl:23])=[C:20]([Cl:22])[CH:21]=2)[CH2:8][CH2:7]1.Cl.OC1O[C@H](CO)[C@@H](O[C@@H]2O[C@H](CO)[C@H](O)[C@H](O)[C@H]2O)[C@H](O)[C@H]1O.O.O.P([O-])([O-])([O-])=O.[Ca+2].P([O-])([O-])([O-])=O.[Ca+2].[Ca+2].C([O-])(=O)CCCCCCCCCCCCCCCCC.[Mg+2].C([O-])(=O)CCCCCCCCCCCCCCCCC. Given the product [CH3:4][NH:5][C@@H:6]1[C:11]2[CH:12]=[CH:13][CH:14]=[CH:15][C:10]=2[C@H:9]([C:16]2[CH:17]=[CH:18][C:19]([Cl:23])=[C:20]([Cl:22])[CH:21]=2)[CH2:8][CH2:7]1, predict the reactants needed to synthesize it. (2) Given the product [CH3:3][C:2]([OH:41])([C:4]1[CH:5]=[CH:6][CH:7]=[CH:8][C:9]=1[CH2:10][CH2:11][C@@H:12]([S:32][CH2:33][C:34]1([CH2:37][C:38]([OH:40])=[O:39])[CH2:35][CH2:36]1)[C:13]1[CH:14]=[CH:15][CH:16]=[C:17](/[CH:19]=[CH:20]/[C:21]2[CH:31]=[CH:30][C:24]3[CH:25]=[CH:26][C:27]([Cl:29])=[CH:28][C:23]=3[N:22]=2)[CH:18]=1)[CH3:1], predict the reactants needed to synthesize it. The reactants are: [CH3:1][C:2]([OH:41])([C:4]1[C:9]([CH2:10][CH2:11][C@@H:12]([S:32][CH2:33][C:34]2([CH2:37][C:38]([OH:40])=[O:39])[CH2:36][CH2:35]2)[C:13]2[CH:18]=[C:17](/[CH:19]=[CH:20]/[C:21]3[CH:31]=[CH:30][C:24]4[CH:25]=[CH:26][C:27]([Cl:29])=[CH:28][C:23]=4[N:22]=3)[CH:16]=[CH:15][CH:14]=2)=[CH:8][CH:7]=[CH:6][CH:5]=1)[CH3:3].C1CCC(NC2CCCCC2)CC1.C1(C)C=CC=CC=1.O.C(O)(=O)C. (3) Given the product [F:6][C:7]([F:12])([F:11])[C:8]([OH:10])=[O:9].[Cl:13][C:14]1[CH:15]=[CH:16][C:17]([N:1]2[CH:5]=[CH:4][N:3]=[CH:2]2)=[C:18]([C:20]2[N:21]=[CH:22][N:23]([C@@H:27]3[C:43]4[CH:44]=[C:39]([CH:40]=[CH:41][N:42]=4)[C:38]4[N:37]([CH3:45])[N:36]=[CH:35][C:34]=4[NH:33][C:32](=[O:46])[C@H:31]([CH3:47])[CH2:30][CH2:29][CH2:28]3)[C:24](=[O:26])[CH:25]=2)[CH:19]=1, predict the reactants needed to synthesize it. The reactants are: [NH:1]1[CH:5]=[CH:4][N:3]=[CH:2]1.[F:6][C:7]([F:12])([F:11])[C:8]([OH:10])=[O:9].[Cl:13][C:14]1[CH:15]=[CH:16][C:17](I)=[C:18]([C:20]2[N:21]=[CH:22][N:23]([C@@H:27]3[C:43]4[CH:44]=[C:39]([CH:40]=[CH:41][N:42]=4)[C:38]4[N:37]([CH3:45])[N:36]=[CH:35][C:34]=4[NH:33][C:32](=[O:46])[C@H:31]([CH3:47])[CH2:30][CH2:29][CH2:28]3)[C:24](=[O:26])[CH:25]=2)[CH:19]=1.N1CCC[C@H]1C(O)=O.C([O-])([O-])=O.[K+].[K+].